This data is from Experimentally validated miRNA-target interactions with 360,000+ pairs, plus equal number of negative samples. The task is: Binary Classification. Given a miRNA mature sequence and a target amino acid sequence, predict their likelihood of interaction. The protein sequence of the target gene is MDWVMKHNGPNDASDGTVRLRGLPFGCSKEEIVQFFQGLEIVPNGITLTMDYQGRSTGEAFVQFASKEIAENALGKHKERIGHRYIEIFRSSRSEIKGFYDPPRRLLGQRPGPYDRPIGGRGGYYGAGRGSMYDRMRRGGDGYDGGYGGFDDYGGYNNYGYGNDGFDDRMRDGRGMGGHGYGGAGDASSGFHGGHFVHMRGLPFRATENDIANFFSPLNPIRVHIDIGADGRATGEADVEFVTHEDAVAAMSKDKNNMQHRYIELFLNSTPGGGSGMGGSGMGGYGRDGMDNQGGYGSVG.... The miRNA is hsa-miR-3975 with sequence UGAGGCUAAUGCACUACUUCAC. Result: 0 (no interaction).